Dataset: Catalyst prediction with 721,799 reactions and 888 catalyst types from USPTO. Task: Predict which catalyst facilitates the given reaction. (1) Reactant: [CH2:1]([C:3]1[CH:20]=[CH:19][C:6]([CH2:7][C:8]2[CH:17]=[CH:16][C:11]([C:12]([O:14]C)=O)=[CH:10][C:9]=2[OH:18])=[CH:5][CH:4]=1)[CH3:2].C(=O)([O-])[O-].[K+].[K+].[CH2:27](Br)[C:28]1[CH:33]=[CH:32][CH:31]=[CH:30][CH:29]=1.O. Product: [CH2:27]([O:18][C:9]1[CH:10]=[C:11]([CH:16]=[CH:17][C:8]=1[CH2:7][C:6]1[CH:5]=[CH:4][C:3]([CH2:1][CH3:2])=[CH:20][CH:19]=1)[CH2:12][OH:14])[C:28]1[CH:33]=[CH:32][CH:31]=[CH:30][CH:29]=1. The catalyst class is: 9. (2) Reactant: [CH2:1]([NH:3][C:4]1[CH:14]=[CH:13][C:7]2[O:8][C:9]([F:12])([F:11])[O:10][C:6]=2[CH:5]=1)[CH3:2].[Br:15][CH2:16][C:17]([OH:19])=O.C(Cl)CCl. Product: [CH3:5][CH2:6][O:10][C:9]([CH3:16])=[O:8].[Br:15][CH2:16][C:17]([N:3]([C:4]1[CH:14]=[CH:13][C:7]2[O:8][C:9]([F:12])([F:11])[O:10][C:6]=2[CH:5]=1)[CH2:1][CH3:2])=[O:19]. The catalyst class is: 808. (3) Reactant: COC1C=C(OC)C=CC=1C[N:6]1[C:11]2[CH:12]=[CH:13][CH:14]=[N:15][C:10]=2[CH2:9][N:8]([CH:16]2[CH2:21][CH2:20][N:19](C(OC(C)(C)C)=O)[CH2:18][CH2:17]2)[C:7]1=[O:29]. Product: [NH:19]1[CH2:18][CH2:17][CH:16]([N:8]2[CH2:9][C:10]3[N:15]=[CH:14][CH:13]=[CH:12][C:11]=3[NH:6][C:7]2=[O:29])[CH2:21][CH2:20]1. The catalyst class is: 55. (4) Reactant: [OH:1][C:2]1[CH:7]=[CH:6][C:5]([C:8](=O)/[CH:9]=[CH:10]/[C:11]2[S:15][CH:14]=[N:13][C:12]=2[CH3:16])=[CH:4][C:3]=1[CH3:18].[NH2:19][C:20]([NH2:22])=[O:21]. Product: [OH:1][C:2]1[CH:7]=[CH:6][C:5]([C:8]2[CH:9]=[C:10]([C:11]3[S:15][CH:14]=[N:13][C:12]=3[CH3:16])[NH:22][C:20](=[O:21])[N:19]=2)=[CH:4][C:3]=1[CH3:18]. The catalyst class is: 89. (5) Reactant: [C:1](=[S:12])([S:7][CH2:8][C:9]([OH:11])=O)SCC(O)=O.C(=O)([O-])[O-].[K+].[K+].[CH2:19]([NH2:26])[C:20]1[CH:25]=[CH:24][CH:23]=[CH:22][CH:21]=1. Product: [CH2:19]([N:26]1[C:9](=[O:11])[CH2:8][S:7][C:1]1=[S:12])[C:20]1[CH:25]=[CH:24][CH:23]=[CH:22][CH:21]=1. The catalyst class is: 6.